Dataset: Forward reaction prediction with 1.9M reactions from USPTO patents (1976-2016). Task: Predict the product of the given reaction. Given the reactants [F:1][C:2]([Si](C)(C)C)([F:4])[F:3].[Br:9][C:10]1[CH:15]=[CH:14][C:13](/[CH:16]=[N:17]\[S@@:18]([C:20]([CH3:23])([CH3:22])[CH3:21])=[O:19])=[CH:12][CH:11]=1.[Cl-].[NH4+], predict the reaction product. The product is: [Br:9][C:10]1[CH:11]=[CH:12][C:13]([C@H:16]([NH:17][S@@:18]([C:20]([CH3:23])([CH3:22])[CH3:21])=[O:19])[C:2]([F:4])([F:3])[F:1])=[CH:14][CH:15]=1.